This data is from Reaction yield outcomes from USPTO patents with 853,638 reactions. The task is: Predict the reaction yield, written as a fraction of the theoretical maximum amount of product (1.0 means a 100% yield; for example, 0.34 means a 34% yield). (1) The reactants are [CH3:1][O:2][C:3]1[NH:4][C:5](=[O:27])[C:6]([CH2:12][C:13]2[CH:18]=[CH:17][C:16]([C:19]3[C:20]([C:25]#[N:26])=[CH:21][CH:22]=[CH:23][CH:24]=3)=[CH:15][CH:14]=2)=[C:7]([CH2:9][CH2:10][CH3:11])[N:8]=1.[CH3:28][C:29]1([CH3:41])[CH2:33][C:32]2[CH:34]=[C:35](B(O)O)[CH:36]=[CH:37][C:31]=2[O:30]1.C(N(CC)CC)C.N1C=CC=CC=1. The catalyst is ClCCl.C(OCC)(=O)C.C([O-])(=O)C.[Cu+2].C([O-])(=O)C. The product is [CH3:28][C:29]1([CH3:41])[CH2:33][C:32]2[CH:34]=[C:35]([N:4]3[C:5](=[O:27])[C:6]([CH2:12][C:13]4[CH:18]=[CH:17][C:16]([C:19]5[C:20]([C:25]#[N:26])=[CH:21][CH:22]=[CH:23][CH:24]=5)=[CH:15][CH:14]=4)=[C:7]([CH2:9][CH2:10][CH3:11])[N:8]=[C:3]3[O:2][CH3:1])[CH:36]=[CH:37][C:31]=2[O:30]1. The yield is 0.510. (2) The product is [F:1][C:2]([F:7])([F:6])[C:3]([OH:5])=[O:4].[C:51]([NH:48][C:49]([N:43]1[CH2:44][CH2:45][CH:40]([CH2:39][C:38]([NH:37][C:29]2[CH:30]=[CH:31][C:32]3[NH:33][C:34]4[N:35]=[C:19]([NH:20][C:21]5[CH:22]=[CH:23][CH:24]=[C:25]([CH:47]=5)[CH2:26][CH2:27][C:28]=2[CH:36]=3)[N:18]=[CH:17][C:16]=4[Cl:15])=[O:46])[CH2:41][CH2:42]1)=[O:50])([CH3:54])([CH3:53])[CH3:52]. No catalyst specified. The reactants are [F:1][C:2]([F:7])([F:6])[C:3]([OH:5])=[O:4].FC(F)(F)C(O)=O.[Cl:15][C:16]1[CH:17]=[N:18][C:19]2[NH:20][C:21]3[CH:22]=[CH:23][CH:24]=[C:25]([CH:47]=3)[CH2:26][CH2:27][C:28]3[CH:36]=[C:32]([NH:33][C:34]=1[N:35]=2)[CH:31]=[CH:30][C:29]=3[NH:37][C:38](=[O:46])[CH2:39][CH:40]1[CH2:45][CH2:44][NH:43][CH2:42][CH2:41]1.[N:48]([C:51]([CH3:54])([CH3:53])[CH3:52])=[C:49]=[O:50]. The yield is 0.480. (3) The reactants are [CH2:1]([O:3][C:4]([C:6]1[CH:7]=[C:8]2[C:13](=[CH:14][CH:15]=1)[C:12]([Br:16])=[N:11][NH:10][C:9]2=[O:17])=[O:5])[CH3:2].[H-].[Na+].Br[CH:21]([CH3:24])[CH2:22]O. The yield is 0.340. The product is [CH2:1]([O:3][C:4]([C:6]1[CH:7]=[C:8]2[C:13](=[CH:14][CH:15]=1)[C:12]([Br:16])=[N:11][N:10]([CH:21]([CH3:24])[CH3:22])[C:9]2=[O:17])=[O:5])[CH3:2]. The catalyst is CN(C)C=O. (4) The reactants are C(OC(=O)[NH:7][C:8]1[C:17]2[C:12](=[CH:13][CH:14]=[CH:15][CH:16]=2)[C:11]([O:18][CH2:19][CH2:20][N:21]2[CH2:26][CH2:25][CH2:24][CH2:23][CH2:22]2)=[CH:10][CH:9]=1)(C)(C)C.Cl. The catalyst is C(O)C. The product is [N:21]1([CH2:20][CH2:19][O:18][C:11]2[C:12]3[C:17](=[CH:16][CH:15]=[CH:14][CH:13]=3)[C:8]([NH2:7])=[CH:9][CH:10]=2)[CH2:26][CH2:25][CH2:24][CH2:23][CH2:22]1. The yield is 0.700. (5) The product is [Cl:21][C:22]1[C:23](=[O:28])[C:24](=[O:27])[C:25]=1[NH:1][C:2]1[CH:3]=[CH:4][C:5]([Cl:20])=[C:6]([S:9]([N:12]2[CH2:18][CH2:17][CH2:16][N:15]([CH3:19])[CH2:14][CH2:13]2)(=[O:11])=[O:10])[C:7]=1[OH:8]. The catalyst is C1COCC1. The reactants are [NH2:1][C:2]1[C:7]([OH:8])=[C:6]([S:9]([N:12]2[CH2:18][CH2:17][CH2:16][N:15]([CH3:19])[CH2:14][CH2:13]2)(=[O:11])=[O:10])[C:5]([Cl:20])=[CH:4][CH:3]=1.[Cl:21][C:22]1[C:23](=[O:28])[C:24](=[O:27])[C:25]=1Cl. The yield is 0.700. (6) The yield is 0.430. The reactants are [NH2:1][C:2]1[N:7]=[C:6]([N:8]([CH3:15])[C:9]2[CH:14]=[CH:13][CH:12]=[CH:11][CH:10]=2)[N:5]=[C:4]([C:16]2[N:20]=[C:19]([C:21](OCC)=[O:22])[O:18][N:17]=2)[N:3]=1.C[Al](C)C.[CH3:30][O:31][C:32]1[N:37]=[CH:36][C:35]([NH2:38])=[CH:34][CH:33]=1. The product is [NH2:1][C:2]1[N:7]=[C:6]([N:8]([CH3:15])[C:9]2[CH:14]=[CH:13][CH:12]=[CH:11][CH:10]=2)[N:5]=[C:4]([C:16]2[N:20]=[C:19]([C:21]([NH:38][C:35]3[CH:36]=[N:37][C:32]([O:31][CH3:30])=[CH:33][CH:34]=3)=[O:22])[O:18][N:17]=2)[N:3]=1. The catalyst is C1(C)C=CC=CC=1.